Dataset: Full USPTO retrosynthesis dataset with 1.9M reactions from patents (1976-2016). Task: Predict the reactants needed to synthesize the given product. (1) The reactants are: Cl[C:2]1[CH:7]=[N:6][CH:5]=[C:4]([Cl:8])[N:3]=1.[CH3:9][C@H:10]1[CH2:15][NH:14][C@H:13]([CH3:16])[CH2:12][NH:11]1.C([O-])([O-])=O.[K+].[K+]. Given the product [Cl:8][C:4]1[N:3]=[C:2]([N:11]2[CH2:12][C@@H:13]([CH3:16])[NH:14][CH2:15][C@@H:10]2[CH3:9])[CH:7]=[N:6][CH:5]=1, predict the reactants needed to synthesize it. (2) Given the product [CH3:15][N:16]1[C:20]2[CH:21]=[CH:22][C:23]([N:25]3[CH:30]=[C:29]([C:31]([NH:48][C@H:49]([C:51]([O:53][CH3:54])=[O:52])[CH3:50])=[O:33])[C:28](=[O:34])[N:27]([CH2:35][C:36]4[CH:41]=[CH:40][CH:39]=[C:38]([C:42]([F:45])([F:44])[F:43])[C:37]=4[CH3:46])[C:26]3=[O:47])=[CH:24][C:19]=2[N:18]=[CH:17]1, predict the reactants needed to synthesize it. The reactants are: C(Cl)CCl.C1C=CC2N(O)N=NC=2C=1.[CH3:15][N:16]1[C:20]2[CH:21]=[CH:22][C:23]([N:25]3[CH:30]=[C:29]([C:31]([OH:33])=O)[C:28](=[O:34])[N:27]([CH2:35][C:36]4[CH:41]=[CH:40][CH:39]=[C:38]([C:42]([F:45])([F:44])[F:43])[C:37]=4[CH3:46])[C:26]3=[O:47])=[CH:24][C:19]=2[N:18]=[CH:17]1.[NH2:48][C@H:49]([C:51]([O:53][CH3:54])=[O:52])[CH3:50].C(N(CC)C(C)C)(C)C. (3) Given the product [Cl:1][C:2]1[CH:7]=[CH:6][CH:5]=[C:4]([C:8]([F:10])([F:11])[F:9])[C:3]=1[C:12]([N:14]1[C:22]2[C:17](=[C:18]([F:23])[CH:19]=[CH:20][CH:21]=2)[C:16]([C:24]2([CH3:32])[CH2:29][CH2:28][CH:27]([C:30]([OH:35])=[O:31])[CH2:26][CH2:25]2)=[N:15]1)=[O:13], predict the reactants needed to synthesize it. The reactants are: [Cl:1][C:2]1[CH:7]=[CH:6][CH:5]=[C:4]([C:8]([F:11])([F:10])[F:9])[C:3]=1[C:12]([N:14]1[C:22]2[C:17](=[C:18]([F:23])[CH:19]=[CH:20][CH:21]=2)[C:16]([C:24]2([CH3:32])[CH2:29][CH2:28][CH:27]([CH2:30][OH:31])[CH2:26][CH2:25]2)=[N:15]1)=[O:13].CC(C)=[O:35].OS(O)(=O)=O.O=[Cr](=O)=O. (4) Given the product [CH2:19]([O:11][C:5]1[C:6]([N+:8]([O-:10])=[O:9])=[N:7][C:2]([Br:1])=[CH:3][CH:4]=1)[C:20]1[CH:25]=[CH:24][CH:23]=[CH:22][CH:21]=1, predict the reactants needed to synthesize it. The reactants are: [Br:1][C:2]1[N:7]=[C:6]([N+:8]([O-:10])=[O:9])[C:5]([OH:11])=[CH:4][CH:3]=1.C(=O)([O-])[O-].[K+].[K+].Br[CH2:19][C:20]1[CH:25]=[CH:24][CH:23]=[CH:22][CH:21]=1.